Predict the product of the given reaction. From a dataset of Forward reaction prediction with 1.9M reactions from USPTO patents (1976-2016). (1) Given the reactants [CH3:1][O:2][C:3]1[CH:12]=[C:11]2[C:6]([N:7]=[CH:8][C:9](=[O:13])[NH:10]2)=[CH:5][CH:4]=1.CS(O[CH2:19][CH2:20][N:21]1[CH2:26][CH2:25][CH:24]([NH:27][C:28]([O:30][C:31]([CH3:34])([CH3:33])[CH3:32])=[O:29])[CH:23]([F:35])[CH2:22]1)(=O)=O.[H-].[Na+], predict the reaction product. The product is: [F:35][CH:23]1[CH:24]([NH:27][C:28](=[O:29])[O:30][C:31]([CH3:32])([CH3:33])[CH3:34])[CH2:25][CH2:26][N:21]([CH2:20][CH2:19][N:10]2[C:11]3[C:6](=[CH:5][CH:4]=[C:3]([O:2][CH3:1])[CH:12]=3)[N:7]=[CH:8][C:9]2=[O:13])[CH2:22]1. (2) The product is: [CH3:15][O:16][C:17](=[O:25])[C:18]1[CH:23]=[CH:22][CH:21]=[C:20]([NH:9][CH2:8][CH2:7][N:1]2[CH2:6][CH2:5][O:4][CH2:3][CH2:2]2)[CH:19]=1. Given the reactants [N:1]1([CH2:7][CH2:8][NH2:9])[CH2:6][CH2:5][O:4][CH2:3][CH2:2]1.N1CCCC1.[CH3:15][O:16][C:17](=[O:25])[C:18]1[CH:23]=[CH:22][CH:21]=[C:20](Br)[CH:19]=1.COC(=O)C1C=CC(Br)=CC=1, predict the reaction product. (3) The product is: [NH2:23][C:19]1[CH:18]=[C:17]([O:16][C:13]2[CH:12]=[CH:11][C:10]([NH:9][C:8]([NH:7][C:1](=[O:6])[C:2]([CH3:4])([CH3:3])[CH3:5])=[O:31])=[N:15][CH:14]=2)[CH:22]=[CH:21][N:20]=1. Given the reactants [C:1]([NH:7][C:8](=[O:31])[NH:9][C:10]1[N:15]=[CH:14][C:13]([O:16][C:17]2[CH:22]=[CH:21][N:20]=[C:19]([NH:23]C(=O)OC(C)(C)C)[CH:18]=2)=[CH:12][CH:11]=1)(=[O:6])[C:2]([CH3:5])([CH3:4])[CH3:3], predict the reaction product. (4) Given the reactants C(O[C:6](=O)[N:7]([C@H:9]1[C@H:13]([C:14]2[CH:19]=[CH:18][CH:17]=[CH:16][CH:15]=2)[CH2:12][N:11]([C:20]([N:22]2[CH2:27][CH2:26][N:25]([S:28]([CH3:31])(=[O:30])=[O:29])[CH2:24][CH2:23]2)=[O:21])[CH2:10]1)C)(C)(C)C.C(O)(C(F)(F)F)=O.C(Cl)[Cl:41], predict the reaction product. The product is: [Cl:41][C:17]1[CH:18]=[CH:19][C:14]([C@H:13]2[C@H:9]([NH:7][CH3:6])[CH2:10][N:11]([C:20]([N:22]3[CH2:27][CH2:26][N:25]([S:28]([CH3:31])(=[O:30])=[O:29])[CH2:24][CH2:23]3)=[O:21])[CH2:12]2)=[CH:15][CH:16]=1. (5) Given the reactants [CH3:1][CH:2]([C:4]1[N:8]([CH2:9][CH2:10][C@@H:11]([OH:19])[CH2:12][C@@H:13]([OH:18])[CH2:14][C:15]([O-:17])=[O:16])[C:7]([C:20]2[CH:25]=[CH:24][C:23]([F:26])=[CH:22][CH:21]=2)=[C:6]([C:27]2[CH:32]=[CH:31][CH:30]=[CH:29][CH:28]=2)[C:5]=1[C:33]([NH:35][C:36]1[CH:41]=[CH:40][CH:39]=[CH:38][CH:37]=1)=[O:34])[CH3:3].[CH3:42][CH:43](C1N(CC[C@@H](O)C[C@@H](O)CC([O-])=O)C(C2C=CC(F)=CC=2)=C(C2C=CC=CC=2)C=1C(NC1C=CC=CC=1)=O)[CH3:44].[Ca+2].COC(OC)(C)C.S(=O)(=O)(O)O.[CH2-]C(C)=O, predict the reaction product. The product is: [F:26][C:23]1[CH:24]=[CH:25][C:20]([C:7]2[N:8]([CH2:9][CH2:10][C@H:11]3[O:19][C:43]([CH3:44])([CH3:42])[O:18][C@@H:13]([CH2:14][C:15]([OH:17])=[O:16])[CH2:12]3)[C:4]([CH:2]([CH3:1])[CH3:3])=[C:5]([C:33](=[O:34])[NH:35][C:36]3[CH:41]=[CH:40][CH:39]=[CH:38][CH:37]=3)[C:6]=2[C:27]2[CH:32]=[CH:31][CH:30]=[CH:29][CH:28]=2)=[CH:21][CH:22]=1.